Dataset: Full USPTO retrosynthesis dataset with 1.9M reactions from patents (1976-2016). Task: Predict the reactants needed to synthesize the given product. (1) Given the product [Cl:1][C:2]1[CH:7]=[C:6]2[NH:8][C:9](=[O:32])[C:10]3([CH:15]([C:16]4[CH:21]=[CH:20][CH:19]=[C:18]([Cl:22])[CH:17]=4)[CH2:14][C:13](=[S:42])[NH:12][CH:11]3[C:24]3[CH:29]=[C:28]([F:30])[CH:27]=[CH:26][C:25]=3[CH3:31])[C:5]2=[CH:4][CH:3]=1, predict the reactants needed to synthesize it. The reactants are: [Cl:1][C:2]1[CH:7]=[C:6]2[NH:8][C:9](=[O:32])[C:10]3([CH:15]([C:16]4[CH:21]=[CH:20][CH:19]=[C:18]([Cl:22])[CH:17]=4)[CH2:14][C:13](=O)[NH:12][CH:11]3[C:24]3[CH:29]=[C:28]([F:30])[CH:27]=[CH:26][C:25]=3[CH3:31])[C:5]2=[CH:4][CH:3]=1.COC1C=CC(P2(=S)SP(=S)(C3C=CC(OC)=CC=3)[S:42]2)=CC=1. (2) Given the product [Cl:1][C:2]1[C:10]2[N:9]([CH2:21][C:22]([C:25]3[CH:30]=[CH:29][N:28]=[CH:27][CH:26]=3)([OH:23])[CH3:24])[C:8]3[CH2:11][CH2:12][N:13]4[C@@H:17]([C:7]=3[C:6]=2[CH:5]=[C:4]([F:18])[CH:3]=1)[CH2:16][CH2:15][CH2:14]4, predict the reactants needed to synthesize it. The reactants are: [Cl:1][C:2]1[C:10]2[NH:9][C:8]3[CH2:11][CH2:12][N:13]4[C@@H:17]([C:7]=3[C:6]=2[CH:5]=[C:4]([F:18])[CH:3]=1)[CH2:16][CH2:15][CH2:14]4.[H-].[Na+].[CH3:21][C:22]1([C:25]2[CH:30]=[CH:29][N:28]=[CH:27][CH:26]=2)[CH2:24][O:23]1. (3) Given the product [O:1]1[CH2:6][CH2:5][N:4]([CH2:14][CH2:13][CH2:12][Br:11])[C:3]2[CH:7]=[CH:8][CH:9]=[CH:10][C:2]1=2, predict the reactants needed to synthesize it. The reactants are: [O:1]1[CH2:6][CH2:5][NH:4][C:3]2[CH:7]=[CH:8][CH:9]=[CH:10][C:2]1=2.[Br:11][CH2:12][CH2:13][CH2:14]Br.C(=O)([O-])[O-].[Na+].[Na+]. (4) Given the product [C:11]([O:15][C:16]([N:18]1[CH2:23][CH2:22][N:21]([C:2]2[CH:7]=[CH:6][CH:5]=[C:4]([N+:8]([O-:10])=[O:9])[CH:3]=2)[CH2:20][CH2:19]1)=[O:17])([CH3:14])([CH3:12])[CH3:13], predict the reactants needed to synthesize it. The reactants are: I[C:2]1[CH:7]=[CH:6][CH:5]=[C:4]([N+:8]([O-:10])=[O:9])[CH:3]=1.[C:11]([O:15][C:16]([N:18]1[CH2:23][CH2:22][NH:21][CH2:20][CH2:19]1)=[O:17])([CH3:14])([CH3:13])[CH3:12].CC(C)([O-])C.[Na+].C1(C)C=CC=CC=1P(C1C=CC=CC=1C)C1C=CC=CC=1C. (5) Given the product [CH3:19][N:20]([CH3:21])[C:16]([C:14]1[CH:13]=[CH:12][C:10]2[N:11]=[C:7]([CH2:6][C:4]([O:3][CH2:1][CH3:2])=[O:5])[NH:8][C:9]=2[CH:15]=1)=[O:18], predict the reactants needed to synthesize it. The reactants are: [CH2:1]([O:3][C:4]([CH2:6][C:7]1[NH:8][C:9]2[CH:15]=[C:14]([C:16]([OH:18])=O)[CH:13]=[CH:12][C:10]=2[N:11]=1)=[O:5])[CH3:2].[CH3:19][N:20](C(ON1N=NC2C=CC=CC1=2)=[N+](C)C)[CH3:21].F[P-](F)(F)(F)(F)F.C(N(C(C)C)CC)(C)C.CNC. (6) Given the product [Cl:1][C:2]1[CH:7]=[C:6]([O:8][C:9]2[C:10]3[N:17]([CH3:18])[C:16]([CH2:19][OH:20])=[CH:15][C:11]=3[N:12]=[CH:13][N:14]=2)[CH:5]=[CH:4][C:3]=1[NH:27][C:28]([NH:30][C:31]1[CH:36]=[CH:35][CH:34]=[C:33]([C:37]([F:40])([F:38])[F:39])[CH:32]=1)=[O:29], predict the reactants needed to synthesize it. The reactants are: [Cl:1][C:2]1[CH:7]=[C:6]([O:8][C:9]2[C:10]3[N:17]([CH3:18])[C:16]([CH2:19][O:20]C4CCCCO4)=[CH:15][C:11]=3[N:12]=[CH:13][N:14]=2)[CH:5]=[CH:4][C:3]=1[NH:27][C:28]([NH:30][C:31]1[CH:36]=[CH:35][CH:34]=[C:33]([C:37]([F:40])([F:39])[F:38])[CH:32]=1)=[O:29].O.C1(C)C=CC(S(O)(=O)=O)=CC=1. (7) Given the product [Cl:1][C:2]1[CH:30]=[CH:29][CH:28]=[CH:27][C:3]=1[CH:4]1[C:35]([C:34]([O:33][CH2:31][CH3:32])=[O:39])=[C:36]([CH3:37])[NH:38][C:10]([CH2:12][O:13][CH2:14][CH2:15][N:16]2[C:20](=[O:21])[C:19]3[C:18](=[CH:25][CH:24]=[CH:23][CH:22]=3)[C:17]2=[O:26])=[C:5]1[C:6]([O:8][CH3:9])=[O:7], predict the reactants needed to synthesize it. The reactants are: [Cl:1][C:2]1[CH:30]=[CH:29][CH:28]=[CH:27][C:3]=1[CH:4]=[C:5]([C:10]([CH2:12][O:13][CH2:14][CH2:15][N:16]1[C:20](=[O:21])[C:19]2=[CH:22][CH:23]=[CH:24][CH:25]=[C:18]2[C:17]1=[O:26])=O)[C:6]([O:8][CH3:9])=[O:7].[CH2:31]([O:33][C:34](=[O:39])/[CH:35]=[C:36](\[NH2:38])/[CH3:37])[CH3:32].